The task is: Binary Classification. Given a miRNA mature sequence and a target amino acid sequence, predict their likelihood of interaction.. This data is from Experimentally validated miRNA-target interactions with 360,000+ pairs, plus equal number of negative samples. (1) The miRNA is mmu-miR-669h-5p with sequence AUGCAUGGGUGUAUAGUUGAGUGC. The protein sequence of the target gene is MASCLALRMALLLVSGVLAPAVLTDDVPQEPVPTLWNEPAELPSGEGPVESTSPGREPVDTGPPAPTVAPGPEDSTAQERLDQGGGSLGPGAIAAIVIAALLATCVVLALVVVALRKFSAS. Result: 0 (no interaction). (2) The protein sequence of the target gene is MGCLLFLLLWALLQAWGSAEVPQRLFPLRCLQISSFANSSWTRTDGLAWLGELQTHSWSNDSDTVRSLKPWSQGTFSDQQWETLQHIFRVYRSSFTRDVKEFAKMLRLSYPLELQVSAGCEVHPGNASNNFFHVAFQGKDILSFQGTSWEPTQEAPLWVNLAIQVLNQDKWTRETVQWLLNGTCPQFVSGLLESGKSELKKQVKPKAWLSRGPSPGPGRLLLVCHVSGFYPKPVWVKWMRGEQEQQGTQPGDILPNADETWYLRATLDVVAGEAAGLSCRVKHSSLEGQDIVLYWGGSYT.... Result: 1 (interaction). The miRNA is hsa-miR-4478 with sequence GAGGCUGAGCUGAGGAG.